The task is: Predict the reactants needed to synthesize the given product.. This data is from Full USPTO retrosynthesis dataset with 1.9M reactions from patents (1976-2016). Given the product [ClH:9].[CH2:1]([NH:8][C:12](=[NH:15])[C:11]([CH3:17])([CH3:16])[CH3:10])[C:2]1[CH:7]=[CH:6][CH:5]=[CH:4][CH:3]=1, predict the reactants needed to synthesize it. The reactants are: [CH2:1]([NH2:8])[C:2]1[CH:7]=[CH:6][CH:5]=[CH:4][CH:3]=1.[ClH:9].[CH3:10][C:11]([CH3:17])([CH3:16])[C:12](=[NH:15])OC.